From a dataset of Full USPTO retrosynthesis dataset with 1.9M reactions from patents (1976-2016). Predict the reactants needed to synthesize the given product. (1) The reactants are: [Si:1]([O:8][C@H:9]1[CH2:18][C:17]([CH3:20])([CH3:19])[CH2:16][C:15]2[N:14]=[C:13]([CH:21]([CH3:23])[CH3:22])[C:12]([CH:24]=[O:25])=[C:11]([I:26])[C:10]1=2)([C:4]([CH3:7])([CH3:6])[CH3:5])([CH3:3])[CH3:2].Br[C:28]1[S:29][C:30]([C:33]([F:36])([F:35])[F:34])=[CH:31][CH:32]=1. Given the product [Si:1]([O:8][C@H:9]1[CH2:18][C:17]([CH3:19])([CH3:20])[CH2:16][C:15]2[N:14]=[C:13]([CH:21]([CH3:22])[CH3:23])[C:12]([C@H:24]([C:28]3[S:29][C:30]([C:33]([F:36])([F:35])[F:34])=[CH:31][CH:32]=3)[OH:25])=[C:11]([I:26])[C:10]1=2)([C:4]([CH3:5])([CH3:6])[CH3:7])([CH3:3])[CH3:2], predict the reactants needed to synthesize it. (2) Given the product [OH:18][CH:17]([C:19]1[CH:28]=[CH:27][C:22]2[NH:23][C:24](=[O:26])[S:25][C:21]=2[CH:20]=1)[CH:16]([N:13]1[CH2:12][CH2:11][N:10]([C:6]2[CH:7]=[CH:8][CH:9]=[C:4]([C:3]([F:2])([F:30])[F:31])[CH:5]=2)[CH2:15][CH2:14]1)[CH3:29], predict the reactants needed to synthesize it. The reactants are: Cl.[F:2][C:3]([F:31])([F:30])[C:4]1[CH:5]=[C:6]([N:10]2[CH2:15][CH2:14][N:13]([CH:16]([CH3:29])[C:17]([C:19]3[CH:28]=[CH:27][C:22]4[NH:23][C:24](=[O:26])[S:25][C:21]=4[CH:20]=3)=[O:18])[CH2:12][CH2:11]2)[CH:7]=[CH:8][CH:9]=1.[BH4-].[Na+].Cl. (3) Given the product [Cl:3][C:12]1[C:11]2[C:16](=[CH:17][C:18]([O:20][CH2:21][CH2:22][O:23][CH3:24])=[CH:19][C:10]=2[O:9][CH2:8][CH2:7][Cl:6])[N:15]=[CH:14][N:13]=1, predict the reactants needed to synthesize it. The reactants are: P(Cl)(Cl)([Cl:3])=O.[Cl:6][CH2:7][CH2:8][O:9][C:10]1[CH:19]=[C:18]([O:20][CH2:21][CH2:22][O:23][CH3:24])[CH:17]=[C:16]2[C:11]=1[C:12](=O)[NH:13][CH:14]=[N:15]2.C(N(CC)C(C)C)(C)C. (4) The reactants are: [NH2:1][C:2]1[CH:7]=[CH:6][C:5]([C:8]2[CH:13]=[CH:12][C:11]([C:14]([C@@H:16]3[CH2:19][CH2:18][C@H:17]3[C:20]([O:22]C)=[O:21])=[O:15])=[CH:10][CH:9]=2)=[CH:4][CH:3]=1.Cl[C:25]1[S:26][C:27]2[C:33]([F:34])=[CH:32][C:31]([F:35])=[CH:30][C:28]=2[N:29]=1.Cl.[OH-].[Na+].[CH2:39](O)CCC. Given the product [F:35][C:31]1[CH:32]=[C:33]([F:34])[C:27]2[S:26][C:25]([NH:1][C:2]3[CH:3]=[CH:4][C:5]([C:8]4[CH:9]=[CH:10][C:11]([C:14]([C@@H:16]5[CH2:39][CH2:19][CH2:18][C@H:17]5[C:20]([OH:22])=[O:21])=[O:15])=[CH:12][CH:13]=4)=[CH:6][CH:7]=3)=[N:29][C:28]=2[CH:30]=1, predict the reactants needed to synthesize it. (5) Given the product [CH3:28][O:23][C:22](=[O:25])[CH2:60][O:61][C:2]1[CH:7]=[C:6]([O:11][CH3:12])[C:5]([S:36][CH2:35][C:42]2[CH:43]=[CH:44][C:45]([C:48]3[C:49]([CH3:56])=[CH:50][C:51]([CH3:55])=[CH:52][C:53]=3[CH3:54])=[CH:46][CH:47]=2)=[CH:4][C:3]=1[CH3:10], predict the reactants needed to synthesize it. The reactants are: Br[C:2]1[C:7](C)=[CH:6][C:5](C)=[CH:4][C:3]=1[CH3:10].[OH:11][CH2:12]C1C=CC(B(O)O)=CC=1.[C:22](=[O:25])([O-])[O-:23].[Cs+].[Cs+].[CH2:28](N(CC)CC)C.[CH3:35][S:36](Cl)(=O)=O.ClC[C:42]1[CH:47]=[CH:46][C:45]([C:48]2[C:53]([CH3:54])=[CH:52][C:51]([CH3:55])=[CH:50][C:49]=2[CH3:56])=[CH:44][CH:43]=1.CN([CH:60]=[O:61])C. (6) Given the product [F:21][C:16]1[CH:17]=[CH:18][CH:19]=[CH:20][C:15]=1[C:14]1[C:6]2[C:5]3[C:9](=[CH:10][C:2]([NH:1][CH:28]4[CH2:29][CH2:30][O:25][CH2:26][CH2:27]4)=[CH:3][CH:4]=3)[NH:8][C:7]=2[C:11]([C:22]([NH2:24])=[O:23])=[N:12][CH:13]=1, predict the reactants needed to synthesize it. The reactants are: [NH2:1][C:2]1[CH:10]=[C:9]2[C:5]([C:6]3[C:14]([C:15]4[CH:20]=[CH:19][CH:18]=[CH:17][C:16]=4[F:21])=[CH:13][N:12]=[C:11]([C:22]([NH2:24])=[O:23])[C:7]=3[NH:8]2)=[CH:4][CH:3]=1.[O:25]1[CH2:30][CH2:29][C:28](=O)[CH2:27][CH2:26]1.C(O[BH-](OC(=O)C)OC(=O)C)(=O)C.[Na+].O. (7) Given the product [Cl:17][C:18]1[CH:23]=[N:22][C:21]([C:24]2[CH:29]=[CH:28][C:27]([O:1][CH2:2][C@@H:3]3[C@@H:8]([NH:9][C:10](=[O:16])[O:11][C:12]([CH3:13])([CH3:15])[CH3:14])[CH2:7][CH2:6][O:5][CH2:4]3)=[CH:26][CH:25]=2)=[N:20][CH:19]=1, predict the reactants needed to synthesize it. The reactants are: [OH:1][CH2:2][C@@H:3]1[C@@H:8]([NH:9][C:10](=[O:16])[O:11][C:12]([CH3:15])([CH3:14])[CH3:13])[CH2:7][CH2:6][O:5][CH2:4]1.[Cl:17][C:18]1[CH:19]=[N:20][C:21]([C:24]2[CH:29]=[CH:28][C:27](O)=[CH:26][CH:25]=2)=[N:22][CH:23]=1.C(P(CCCC)CCCC)CCC.C1CCN(C(N=NC(N2CCCCC2)=O)=O)CC1.[OH-].[Na+].